Dataset: Reaction yield outcomes from USPTO patents with 853,638 reactions. Task: Predict the reaction yield, written as a fraction of the theoretical maximum amount of product (1.0 means a 100% yield; for example, 0.34 means a 34% yield). The reactants are [NH2:1][C@@H:2]([CH2:33][C:34]1[CH:39]=[CH:38][CH:37]=[CH:36][CH:35]=1)[C@@H:3]([OH:32])[CH2:4][C@@H:5]([NH:19][C:20]([C@@H:22]([NH:27][C:28](=[O:31])[O:29][CH3:30])[C:23]([CH3:26])([CH3:25])[CH3:24])=[O:21])[CH2:6][C:7]1[CH:12]=[CH:11][C:10]([C:13]2[CH:18]=[CH:17][CH:16]=[CH:15][N:14]=2)=[CH:9][CH:8]=1.[CH3:40][C:41]([CH3:63])([CH3:62])[C@H:42]([N:46]1[CH2:50][CH2:49][N:48]([CH2:51][C:52]2[CH:57]=[CH:56][C:55]([N+:58]([O-:60])=[O:59])=[CH:54][CH:53]=2)[C:47]1=[O:61])[C:43](O)=[O:44].CCOP(ON1N=NC2C=CC=CC=2C1=O)(OCC)=O.C(N(CC)C(C)C)(C)C. The catalyst is C1COCC1. The product is [CH3:40][C:41]([CH3:63])([CH3:62])[C@H:42]([N:46]1[CH2:50][CH2:49][N:48]([CH2:51][C:52]2[CH:57]=[CH:56][C:55]([N+:58]([O-:60])=[O:59])=[CH:54][CH:53]=2)[C:47]1=[O:61])[C:43]([NH:1][C@@H:2]([CH2:33][C:34]1[CH:35]=[CH:36][CH:37]=[CH:38][CH:39]=1)[C@@H:3]([OH:32])[CH2:4][C@@H:5]([NH:19][C:20]([C@@H:22]([NH:27][C:28](=[O:31])[O:29][CH3:30])[C:23]([CH3:26])([CH3:25])[CH3:24])=[O:21])[CH2:6][C:7]1[CH:12]=[CH:11][C:10]([C:13]2[CH:18]=[CH:17][CH:16]=[CH:15][N:14]=2)=[CH:9][CH:8]=1)=[O:44]. The yield is 0.560.